From a dataset of Full USPTO retrosynthesis dataset with 1.9M reactions from patents (1976-2016). Predict the reactants needed to synthesize the given product. (1) Given the product [NH2:23][C:12]1[C:11]2[C:16](=[CH:17][CH:18]=[C:9]([OH:8])[CH:10]=2)[C:15]([C:19]([O:21][CH3:22])=[O:20])=[CH:14][CH:13]=1, predict the reactants needed to synthesize it. The reactants are: C([O:8][C:9]1[CH:10]=[C:11]2[C:16](=[CH:17][CH:18]=1)[C:15]([C:19]([O:21][CH3:22])=[O:20])=[CH:14][CH:13]=[C:12]2[N:23](CC1C=CC=CC=1)CC1C=CC=CC=1)C1C=CC=CC=1. (2) Given the product [ClH:1].[CH3:30]/[C:27](=[CH:28]\[CH3:29])/[CH2:26][O:25][CH:23]1[CH2:24][NH:21][CH2:22]1, predict the reactants needed to synthesize it. The reactants are: [Cl:1]C(OC(Cl)C)=O.C([N:21]1[CH2:24][CH:23]([O:25][CH2:26]/[C:27](/[CH3:30])=[CH:28]/[CH3:29])[CH2:22]1)(C1C=CC=CC=1)C1C=CC=CC=1.C(O)C.